Dataset: Reaction yield outcomes from USPTO patents with 853,638 reactions. Task: Predict the reaction yield, written as a fraction of the theoretical maximum amount of product (1.0 means a 100% yield; for example, 0.34 means a 34% yield). The reactants are [NH2:1][CH2:2][C:3]1[C:7]([CH2:8][N:9](C(OC(C)(C)C)=O)C(OC(C)(C)C)=O)=[N:6][N:5]([CH2:24][C@@H:25]2[C@H:28]([NH:29][C:30](=[O:66])/[C:31](=[N:45]\[O:46][C:47]3([C:50]([O:52]C(C4C=CC=CC=4)C4C=CC=CC=4)=[O:51])[CH2:49][CH2:48]3)/[C:32]3[N:33]=[C:34]([NH:37]C(OC(C)(C)C)=O)[S:35][CH:36]=3)[C:27](=[O:67])[N:26]2[S:68]([OH:71])(=[O:70])=[O:69])[N:4]=1.C(O)(C(F)(F)F)=O. The catalyst is C(Cl)Cl. The product is [NH2:37][C:34]1[S:35][CH:36]=[C:32](/[C:31](=[N:45]/[O:46][C:47]2([C:50]([OH:52])=[O:51])[CH2:49][CH2:48]2)/[C:30]([NH:29][C@@H:28]2[C:27](=[O:67])[N:26]([S:68]([OH:71])(=[O:69])=[O:70])[C@@H:25]2[CH2:24][N:5]2[N:6]=[C:7]([CH2:8][NH2:9])[C:3]([CH2:2][NH2:1])=[N:4]2)=[O:66])[N:33]=1. The yield is 0.190.